Dataset: Full USPTO retrosynthesis dataset with 1.9M reactions from patents (1976-2016). Task: Predict the reactants needed to synthesize the given product. (1) Given the product [Cl:8][C:4]1[CH:5]=[CH:6][CH:7]=[C:2]([Cl:1])[C:3]=1[CH2:9][O:10][C:11]1[CH:16]=[CH:15][C:14]2[C:17]3([CH2:23][O:24][C:13]=2[CH:12]=1)[CH2:18][CH2:19][NH:20][CH2:21][CH2:22]3.[NH:25]1[C:29]2[CH:30]=[CH:31][CH:32]=[CH:33][C:28]=2[N:27]=[N:26]1, predict the reactants needed to synthesize it. The reactants are: [Cl:1][C:2]1[CH:7]=[CH:6][CH:5]=[C:4]([Cl:8])[C:3]=1[CH2:9][O:10][C:11]1[CH:16]=[CH:15][C:14]2[C:17]3([CH2:23][O:24][C:13]=2[CH:12]=1)[CH2:22][CH2:21][NH:20][CH2:19][CH2:18]3.[N:25]1(CO)[C:29]2[CH:30]=[CH:31][CH:32]=[CH:33][C:28]=2[N:27]=[N:26]1. (2) Given the product [C:22]([C:18]1[O:19][C:20]([CH3:21])=[C:16]([CH2:15][CH2:14][O:13][C:9]2[CH:10]=[C:11]([CH3:12])[C:6]([CH2:5][C@H:4]([O:27][CH2:28][CH3:29])[C:3]([OH:30])=[O:2])=[C:7]([CH3:26])[CH:8]=2)[N:17]=1)([CH3:24])([CH3:25])[CH3:23], predict the reactants needed to synthesize it. The reactants are: C[O:2][C:3](=[O:30])[C@@H:4]([O:27][CH2:28][CH3:29])[CH2:5][C:6]1[C:11]([CH3:12])=[CH:10][C:9]([O:13][CH2:14][CH2:15][C:16]2[N:17]=[C:18]([C:22]([CH3:25])([CH3:24])[CH3:23])[O:19][C:20]=2[CH3:21])=[CH:8][C:7]=1[CH3:26].[Li+].[OH-]. (3) Given the product [CH3:17][C@H:18]([CH2:28][CH2:29][CH2:30][C:31]1[CH:32]=[CH:33][CH:34]=[CH:35][CH:36]=1)[C:19](=[O:27])[CH2:20][P:21](=[O:26])([O:24][CH3:25])[O:22][CH3:23], predict the reactants needed to synthesize it. The reactants are: C[C@H](CCCC1C=CC=CC=1)C(OCC)=O.[CH3:17][C@@H:18]([CH2:28][CH2:29][CH2:30][C:31]1[CH:36]=[CH:35][CH:34]=[CH:33][CH:32]=1)[C:19](=[O:27])[CH2:20][P:21](=[O:26])([O:24][CH3:25])[O:22][CH3:23]. (4) Given the product [C:18]1([N:8]2[CH2:7][CH2:6][C:5]3[C:10](=[CH:11][CH:12]=[C:3]([OH:2])[CH:4]=3)[CH:9]2[C:13]2[S:14][CH:15]=[CH:16][N:17]=2)[CH:19]=[CH:20][CH:21]=[CH:22][CH:23]=1, predict the reactants needed to synthesize it. The reactants are: C[O:2][C:3]1[CH:4]=[C:5]2[C:10](=[CH:11][CH:12]=1)[CH:9]([C:13]1[S:14][CH:15]=[CH:16][N:17]=1)[N:8]([C:18]1[CH:23]=[CH:22][CH:21]=[CH:20][CH:19]=1)[CH2:7][CH2:6]2.C(Cl)Cl. (5) Given the product [CH2:28]([N:20]([CH2:18][CH3:19])[C:21]1[CH:26]=[CH:25][C:24]([NH:27][C:3]([C:5]2([CH3:17])[CH2:14][CH2:13][C:12]3[C:7](=[C:8]([O:15][CH3:16])[CH:9]=[CH:10][CH:11]=3)[CH2:6]2)=[O:4])=[CH:23][CH:22]=1)[CH3:29], predict the reactants needed to synthesize it. The reactants are: CO[C:3]([C:5]1([CH3:17])[CH2:14][CH2:13][C:12]2[C:7](=[C:8]([O:15][CH3:16])[CH:9]=[CH:10][CH:11]=2)[CH2:6]1)=[O:4].[CH2:18]([N:20]([CH2:28][CH3:29])[C:21]1[CH:26]=[CH:25][C:24]([NH2:27])=[CH:23][CH:22]=1)[CH3:19].CC[Mg+].[Br-]. (6) Given the product [N:32]([C@@H:22]1[CH2:21][CH2:20][C@@H:19]([O:18][Si:5]([C:1]([CH3:2])([CH3:4])[CH3:3])([C:6]2[CH:7]=[CH:8][CH:9]=[CH:10][CH:11]=2)[C:12]2[CH:17]=[CH:16][CH:15]=[CH:14][CH:13]=2)[C@@:24]1([CH3:25])[OH:23])=[N+:33]=[N-:34], predict the reactants needed to synthesize it. The reactants are: [C:1]([Si:5]([O:18][C@@H:19]1[C@@:24]2([CH3:25])[C@H:22]([O:23]2)[CH2:21][CH2:20]1)([C:12]1[CH:17]=[CH:16][CH:15]=[CH:14][CH:13]=1)[C:6]1[CH:11]=[CH:10][CH:9]=[CH:8][CH:7]=1)([CH3:4])([CH3:3])[CH3:2].Cl([O-])(=O)(=O)=O.[Li+].[N-:32]=[N+:33]=[N-:34].[Na+]. (7) Given the product [F:7][C:8]([F:24])([F:25])[C:9]1[CH:10]=[CH:11][C:12]([C:15]2[CH:23]=[CH:22][C:18]([CH2:19][OH:20])=[CH:17][CH:16]=2)=[CH:13][CH:14]=1, predict the reactants needed to synthesize it. The reactants are: [H-].[H-].[H-].[H-].[Li+].[Al+3].[F:7][C:8]([F:25])([F:24])[C:9]1[CH:14]=[CH:13][C:12]([C:15]2[CH:23]=[CH:22][C:18]([C:19](O)=[O:20])=[CH:17][CH:16]=2)=[CH:11][CH:10]=1.O.[OH-].[K+]. (8) Given the product [OH:3][CH:1]([C:4]1[CH:5]=[CH:6][C:7]([NH:36][C:37](=[O:39])[CH3:38])=[C:8]([C:10]2[CH:11]=[CH:12][C:13]([N:16]3[C:20]4[CH:21]=[CH:22][CH:23]=[CH:24][C:19]=4[N:18]([CH2:25][C:26]4[CH:34]=[CH:33][CH:32]=[C:31]5[C:27]=4[CH:28]=[CH:29][NH:30]5)[C:17]3=[NH:35])=[CH:14][CH:15]=2)[CH:9]=1)[CH3:2], predict the reactants needed to synthesize it. The reactants are: [C:1]([C:4]1[CH:5]=[CH:6][C:7]([NH:36][C:37](=[O:39])[CH3:38])=[C:8]([C:10]2[CH:15]=[CH:14][C:13]([N:16]3[C:20]4[CH:21]=[CH:22][CH:23]=[CH:24][C:19]=4[N:18]([CH2:25][C:26]4[CH:34]=[CH:33][CH:32]=[C:31]5[C:27]=4[CH:28]=[CH:29][NH:30]5)[C:17]3=[NH:35])=[CH:12][CH:11]=2)[CH:9]=1)(=[O:3])[CH3:2].[BH4-].[Na+].